From a dataset of Forward reaction prediction with 1.9M reactions from USPTO patents (1976-2016). Predict the product of the given reaction. (1) Given the reactants CS([N:5]1[C:13]2[C:8](=[CH:9][C:10]([CH:14]([C:19]3[CH:24]=[CH:23][CH:22]=[CH:21][CH:20]=3)[CH2:15][CH2:16][NH:17][CH3:18])=[CH:11][CH:12]=2)[C:7]([S:25]([CH3:28])(=[O:27])=[O:26])=[CH:6]1)(=O)=O.[OH-].[K+], predict the reaction product. The product is: [CH3:28][S:25]([C:7]1[C:8]2[C:13](=[CH:12][CH:11]=[C:10]([CH:14]([C:19]3[CH:20]=[CH:21][CH:22]=[CH:23][CH:24]=3)[CH2:15][CH2:16][NH:17][CH3:18])[CH:9]=2)[NH:5][CH:6]=1)(=[O:27])=[O:26]. (2) Given the reactants BrC1C(N2CCN(C(NC3C=CC=CC=3)=O)CC2)=C2N=C(C3C=CC(N(C)C)=CC=3)NC2=NC=1.[Br:35][C:36]1[C:37]([N:46]2[CH2:51][CH2:50][N:49]([CH:52]([C:54]3[CH:59]=[CH:58][N:57]=[CH:56][CH:55]=3)[CH3:53])[CH2:48][CH2:47]2)=[C:38]([N+:43]([O-])=O)[C:39]([NH2:42])=[N:40][CH:41]=1.[O-]S(S([O-])=O)=O.[Na+].[Na+].[N:68]1([C:74]2[CH:81]=[CH:80][C:77]([CH:78]=O)=[CH:76][CH:75]=2)[CH2:73][CH2:72][O:71][CH2:70][CH2:69]1, predict the reaction product. The product is: [Br:35][C:36]1[C:37]([N:46]2[CH2:51][CH2:50][N:49]([CH:52]([C:54]3[CH:59]=[CH:58][N:57]=[CH:56][CH:55]=3)[CH3:53])[CH2:48][CH2:47]2)=[C:38]2[N:43]=[C:78]([C:77]3[CH:76]=[CH:75][C:74]([N:68]4[CH2:73][CH2:72][O:71][CH2:70][CH2:69]4)=[CH:81][CH:80]=3)[NH:42][C:39]2=[N:40][CH:41]=1.